Dataset: Full USPTO retrosynthesis dataset with 1.9M reactions from patents (1976-2016). Task: Predict the reactants needed to synthesize the given product. (1) Given the product [CH3:1][O:2][C:3]([C@H:5]1[CH2:6][CH2:7][C@H:8]([N:11]([C:12]([O:14][C:15]([CH3:18])([CH3:17])[CH3:16])=[O:13])[CH3:19])[CH2:9][CH2:10]1)=[O:4], predict the reactants needed to synthesize it. The reactants are: [CH3:1][O:2][C:3]([C@H:5]1[CH2:10][CH2:9][C@H:8]([NH:11][C:12]([O:14][C:15]([CH3:18])([CH3:17])[CH3:16])=[O:13])[CH2:7][CH2:6]1)=[O:4].[CH3:19]I.[H-].[Na+].Cl. (2) Given the product [OH:1][CH:2]([C:14]([CH3:17])([CH3:16])[CH3:15])[CH2:3][NH:4][C:5]([C:7]1[N:8]=[N:9][C:10]([N:21]2[CH2:22][CH2:23][N:18]([C:24](=[O:25])[C:26]3[CH:31]=[CH:30][CH:29]=[CH:28][C:27]=3[C:32]([F:35])([F:33])[F:34])[CH2:19][CH2:20]2)=[CH:11][CH:12]=1)=[O:6], predict the reactants needed to synthesize it. The reactants are: [OH:1][CH:2]([C:14]([CH3:17])([CH3:16])[CH3:15])[CH2:3][NH:4][C:5]([C:7]1[N:8]=[N:9][C:10](Cl)=[CH:11][CH:12]=1)=[O:6].[N:18]1([C:24]([C:26]2[CH:31]=[CH:30][CH:29]=[CH:28][C:27]=2[C:32]([F:35])([F:34])[F:33])=[O:25])[CH2:23][CH2:22][NH:21][CH2:20][CH2:19]1. (3) Given the product [Cl:27][C:10]1[C:4]2[C:5](=[CH:6][CH:1]=[CH:2][CH:3]=2)[CH:7]=[N:8][N:9]=1, predict the reactants needed to synthesize it. The reactants are: [CH:1]1[CH:2]=[CH:3][C:4]2[C:5](=[CH:7][N:8]=[N:9][C:10]=2NN)[CH:6]=1.Cl.C1C=CC2C(=CN=NC=2O)C=1.P(Cl)(Cl)([Cl:27])=O. (4) Given the product [CH3:32][NH:33][C:23](=[O:24])[C:22]1[CH:26]=[CH:27][C:19]([N:16]2[CH2:15][CH2:14][N:13]([CH2:12][C:9]3[CH:10]=[N:11][C:5]4[N:4]5[CH2:28][CH2:29][CH2:30][C@H:3]5[C:2](=[O:1])[NH:7][C:6]=4[CH:8]=3)[CH2:18][CH2:17]2)=[CH:20][CH:21]=1, predict the reactants needed to synthesize it. The reactants are: [O:1]=[C:2]1[NH:7][C:6]2[CH:8]=[C:9]([CH2:12][N:13]3[CH2:18][CH2:17][N:16]([C:19]4[CH:27]=[CH:26][C:22]([C:23](O)=[O:24])=[CH:21][CH:20]=4)[CH2:15][CH2:14]3)[CH:10]=[N:11][C:5]=2[N:4]2[CH2:28][CH2:29][CH2:30][C@@H:3]12.Cl.[CH3:32][NH2:33].CCN(C(C)C)C(C)C.CN(C(ON1N=NC2C=CC=NC1=2)=[N+](C)C)C.F[P-](F)(F)(F)(F)F. (5) Given the product [ClH:13].[CH2:1]([NH:5][CH2:6][CH2:7][CH:8]([Cl:13])[CH3:9])[CH:2]([CH3:4])[CH3:3], predict the reactants needed to synthesize it. The reactants are: [CH2:1]([NH:5][CH2:6][CH2:7][CH:8](O)[CH3:9])[CH:2]([CH3:4])[CH3:3].O=S(Cl)[Cl:13]. (6) Given the product [CH:28]1([C:31]2[CH:39]=[CH:38][CH:37]=[CH:36][C:32]=2[C:33]([NH:25][C@H:21]2[CH2:22][CH2:23][CH2:24][C@@H:20]2[NH:19][C:17]2[S:18][C:14]3[CH:13]=[C:12]([F:11])[CH:27]=[CH:26][C:15]=3[N:16]=2)=[O:34])[CH2:29][CH2:30]1, predict the reactants needed to synthesize it. The reactants are: CCN(C(C)C)C(C)C.Cl.[F:11][C:12]1[CH:27]=[CH:26][C:15]2[N:16]=[C:17]([NH:19][C@H:20]3[CH2:24][CH2:23][CH2:22][C@@H:21]3[NH2:25])[S:18][C:14]=2[CH:13]=1.[CH:28]1([C:31]2[CH:39]=[CH:38][CH:37]=[CH:36][C:32]=2[C:33](Cl)=[O:34])[CH2:30][CH2:29]1. (7) Given the product [F:23][C:18]1[C:17]([C:13]2[CH:12]=[C:11]([N:9]3[CH:10]=[C:6]([C:4]([C:26]4[C:31]([CH3:32])=[CH:30][CH:29]=[CH:28][N:27]=4)=[O:5])[N:7]=[CH:8]3)[CH:16]=[CH:15][CH:14]=2)=[CH:22][CH:21]=[CH:20][N:19]=1, predict the reactants needed to synthesize it. The reactants are: CON(C)[C:4]([C:6]1[N:7]=[CH:8][N:9]([C:11]2[CH:16]=[CH:15][CH:14]=[C:13]([C:17]3[C:18]([F:23])=[N:19][CH:20]=[CH:21][CH:22]=3)[CH:12]=2)[CH:10]=1)=[O:5].Br[C:26]1[C:31]([CH3:32])=[CH:30][CH:29]=[CH:28][N:27]=1. (8) Given the product [Cl:2][C:3]1[CH:4]=[C:5]2[C:10](=[CH:11][CH:12]=1)[CH:9]=[C:8]([S:13]([CH2:14][CH2:15][CH2:16][N:17]([CH3:32])[C:18]([CH:20]1[CH2:25][CH2:24][N:23]([C:26]3[CH:27]=[CH:28][N:29]=[CH:30][CH:31]=3)[CH2:22][CH2:21]1)=[O:19])=[O:41])[CH:7]=[CH:6]2, predict the reactants needed to synthesize it. The reactants are: Cl.[Cl:2][C:3]1[CH:4]=[C:5]2[C:10](=[CH:11][CH:12]=1)[CH:9]=[C:8]([S:13][CH2:14][CH2:15][CH2:16][N:17]([CH3:32])[C:18]([CH:20]1[CH2:25][CH2:24][N:23]([C:26]3[CH:31]=[CH:30][N:29]=[CH:28][CH:27]=3)[CH2:22][CH2:21]1)=[O:19])[CH:7]=[CH:6]2.C1C=C(Cl)C=C(C(OO)=[O:41])C=1. (9) Given the product [Cl:1][C:2]1[CH:10]=[C:9]2[C:5]([C:6]([C:11]([OH:29])=[O:12])=[CH:7][NH:8]2)=[CH:4][C:3]=1[C:13]1[CH:18]=[CH:17][C:16]([CH:19]2[CH2:23][CH2:22][N:21]([C:24]([O:26][CH3:27])=[O:25])[CH2:20]2)=[CH:15][CH:14]=1, predict the reactants needed to synthesize it. The reactants are: [Cl:1][C:2]1[CH:10]=[C:9]2[C:5]([C:6]([CH:11]=[O:12])=[CH:7][NH:8]2)=[CH:4][C:3]=1[C:13]1[CH:18]=[CH:17][C:16]([CH:19]2[CH2:23][CH2:22][N:21]([C:24]([O:26][CH3:27])=[O:25])[CH2:20]2)=[CH:15][CH:14]=1.Cl([O-])=[O:29].[Na+].O.O.OP([O-])(O)=O.[Na+]. (10) The reactants are: [Br:1][C:2]1[N:7]2[CH:8]=[CH:9][N:10]=[C:6]2[C:5]([NH:11][CH3:12])=[N:4][CH:3]=1.CC([O-])=O.[Na+].[Br:18]Br. Given the product [Br:18][C:8]1[N:7]2[C:2]([Br:1])=[CH:3][N:4]=[C:5]([NH:11][CH3:12])[C:6]2=[N:10][CH:9]=1, predict the reactants needed to synthesize it.